Dataset: Reaction yield outcomes from USPTO patents with 853,638 reactions. Task: Predict the reaction yield, written as a fraction of the theoretical maximum amount of product (1.0 means a 100% yield; for example, 0.34 means a 34% yield). (1) The catalyst is C(Cl)Cl. The reactants are [CH3:1][C:2]1[C:3]([CH2:14][S:15]([C:17]2[NH:21][C:20]3[CH:22]=[CH:23][CH:24]=[CH:25][C:19]=3[N:18]=2)=[O:16])=[N:4][CH:5]=[CH:6][C:7]=1[O:8][CH2:9][C:10]([F:13])([F:12])[F:11].CCN(CC)CC.[C:33]1([CH3:63])[CH:38]=[CH:37][C:36]([S:39]([CH2:42][CH2:43][O:44][C:45](=[O:62])[CH2:46][O:47][C:48]2[CH:53]=[C:52]([CH3:54])[C:51]([S:55](Cl)(=[O:57])=[O:56])=[C:50]([CH:59]([CH3:61])[CH3:60])[CH:49]=2)(=[O:41])=[O:40])=[CH:35][CH:34]=1.C([O-])(O)=O.[Na+]. The product is [C:33]1([CH3:63])[CH:38]=[CH:37][C:36]([S:39]([CH2:42][CH2:43][O:44][C:45](=[O:62])[CH2:46][O:47][C:48]2[CH:53]=[C:52]([CH3:54])[C:51]([S:55]([N:21]3[C:20]4[CH:22]=[CH:23][CH:24]=[CH:25][C:19]=4[N:18]=[C:17]3[S:15]([CH2:14][C:3]3[C:2]([CH3:1])=[C:7]([O:8][CH2:9][C:10]([F:13])([F:11])[F:12])[CH:6]=[CH:5][N:4]=3)=[O:16])(=[O:56])=[O:57])=[C:50]([CH:59]([CH3:60])[CH3:61])[CH:49]=2)(=[O:40])=[O:41])=[CH:35][CH:34]=1. The yield is 0.790. (2) The reactants are [CH3:1][O:2][C:3]1[CH:4]=[C:5]2[C:10](=[CH:11][C:12]=1[O:13][CH3:14])[N:9]=[CH:8][N:7]=[C:6]2[O:15][C:16]1[CH:17]=[C:18]([CH:20]=[CH:21][CH:22]=1)[NH2:19].[C:23](=O)([O-])[NH2:24].COC1C=C2C(=CC=1OC)N=CN=C2OC1C=C(N[C:49]([NH:51][C:52]2[O:56][N:55]=[C:54]([CH:57]([CH3:59])[CH3:58])[CH:53]=2)=[O:50])C=CC=1. No catalyst specified. The product is [C:23]([C:57]([C:54]1[CH:53]=[C:52]([NH:51][C:49]([NH:19][C:18]2[CH:20]=[CH:21][CH:22]=[C:16]([O:15][C:6]3[C:5]4[C:10](=[CH:11][C:12]([O:13][CH3:14])=[C:3]([O:2][CH3:1])[CH:4]=4)[N:9]=[CH:8][N:7]=3)[CH:17]=2)=[O:50])[O:56][N:55]=1)([CH3:58])[CH3:59])#[N:24]. The yield is 0.390. (3) The reactants are [CH3:1][N:2]([S:15]([C:18]1[S:19][CH:20]=[CH:21][CH:22]=1)(=[O:17])=[O:16])[C:3]1[CH:4]=[CH:5][CH:6]=[C:7]2[C:11]=1[NH:10][C:9]([C:12]([OH:14])=O)=[CH:8]2.[N:23]1(O)C2C=CC=CC=2N=N1.N.C(O)(=O)CC(CC(O)=O)(C(O)=O)O. The catalyst is O.CN(C)C=O. The product is [CH3:1][N:2]([S:15]([C:18]1[S:19][CH:20]=[CH:21][CH:22]=1)(=[O:17])=[O:16])[C:3]1[CH:4]=[CH:5][CH:6]=[C:7]2[C:11]=1[NH:10][C:9]([C:12]([NH2:23])=[O:14])=[CH:8]2. The yield is 0.670.